From a dataset of Buchwald-Hartwig C-N cross coupling reaction yields with 55,370 reactions. Predict the reaction yield, written as a fraction of the theoretical maximum amount of product (1.0 means a 100% yield; for example, 0.34 means a 34% yield). (1) The reactants are Clc1cccnc1.Cc1ccc(N)cc1.O=S(=O)(O[Pd]1c2ccccc2-c2ccccc2N~1)C(F)(F)F.CC(C)c1cc(C(C)C)c(-c2ccccc2P(C2CCCCC2)C2CCCCC2)c(C(C)C)c1.CN(C)C(=NC(C)(C)C)N(C)C.Fc1cccc(F)c1-c1ccno1. No catalyst specified. The product is Cc1ccc(Nc2cccnc2)cc1. The yield is 0.0242. (2) The reactants are Clc1ccccn1.Cc1ccc(N)cc1.O=S(=O)(O[Pd]1c2ccccc2-c2ccccc2N~1)C(F)(F)F.CC(C)c1cc(C(C)C)c(-c2ccccc2P(C2CCCCC2)C2CCCCC2)c(C(C)C)c1.CCN=P(N=P(N(C)C)(N(C)C)N(C)C)(N(C)C)N(C)C.CCOC(=O)c1cc(C)on1. No catalyst specified. The product is Cc1ccc(Nc2ccccn2)cc1. The yield is 0.226. (3) The reactants are CCc1ccc(Br)cc1.Cc1ccc(N)cc1.O=S(=O)(O[Pd]1c2ccccc2-c2ccccc2N~1)C(F)(F)F.COc1ccc(OC)c(P([C@]23C[C@H]4C[C@H](C[C@H](C4)C2)C3)[C@]23C[C@H]4C[C@H](C[C@H](C4)C2)C3)c1-c1c(C(C)C)cc(C(C)C)cc1C(C)C.CN1CCCN2CCCN=C12.c1ccc(-c2ccno2)cc1. No catalyst specified. The product is CCc1ccc(Nc2ccc(C)cc2)cc1. The yield is 0.600. (4) The reactants are Clc1ccccn1.Cc1ccc(N)cc1.O=S(=O)(O[Pd]1c2ccccc2-c2ccccc2N~1)C(F)(F)F.CC(C)c1cc(C(C)C)c(-c2ccccc2P(C2CCCCC2)C2CCCCC2)c(C(C)C)c1.CCN=P(N=P(N(C)C)(N(C)C)N(C)C)(N(C)C)N(C)C.Cc1cc(-n2cccc2)no1. No catalyst specified. The product is Cc1ccc(Nc2ccccn2)cc1. The yield is 0.186.